Dataset: Reaction yield outcomes from USPTO patents with 853,638 reactions. Task: Predict the reaction yield, written as a fraction of the theoretical maximum amount of product (1.0 means a 100% yield; for example, 0.34 means a 34% yield). (1) The reactants are [NH:1]1[CH2:6][CH2:5][O:4][CH2:3][CH2:2]1.[C:7](#[N:10])[CH:8]=[CH2:9]. No catalyst specified. The product is [O:4]1[CH2:5][CH2:6][N:1]([CH2:9][CH2:8][C:7]#[N:10])[CH2:2][CH2:3]1. The yield is 0.750. (2) The reactants are Cl[C:2]1[CH:3]=[C:4]([C:9]2[N:13]3[C:14]4[N:22]=[C:21]([O:23][CH3:24])[CH:20]=[CH:19][C:15]=4[N:16]=[C:17]([CH3:18])[C:12]3=[C:11]([CH3:25])[N:10]=2)[CH:5]=[C:6](Cl)[CH:7]=1.[F:26][C:27]([F:38])([F:37])C1C=CC(B(O)O)=CC=1.C([O-])([O-])=O.[K+].[K+]. The catalyst is C1C=CC([P]([Pd]([P](C2C=CC=CC=2)(C2C=CC=CC=2)C2C=CC=CC=2)([P](C2C=CC=CC=2)(C2C=CC=CC=2)C2C=CC=CC=2)[P](C2C=CC=CC=2)(C2C=CC=CC=2)C2C=CC=CC=2)(C2C=CC=CC=2)C2C=CC=CC=2)=CC=1. The product is [CH3:24][O:23][C:21]1[CH:20]=[CH:19][C:15]2[N:16]=[C:17]([CH3:18])[C:12]3[N:13]([C:9]([C:4]4[CH:5]=[CH:6][C:7]([C:27]([F:38])([F:37])[F:26])=[CH:2][CH:3]=4)=[N:10][C:11]=3[CH3:25])[C:14]=2[N:22]=1. The yield is 0.560. (3) The reactants are [OH:1][C:2]1[CH:11]=[CH:10][CH:9]=[C:8]2[C:3]=1[CH:4]=[CH:5][N:6]=[CH:7]2.[Br:12][C:13]1[CH:14]=[N:15][CH:16]=[C:17](Br)[CH:18]=1.C(=O)([O-])[O-].[K+].[K+]. The catalyst is CN(C=O)C. The product is [Br:12][C:13]1[CH:18]=[C:17]([O:1][C:2]2[CH:11]=[CH:10][CH:9]=[C:8]3[C:3]=2[CH:4]=[CH:5][N:6]=[CH:7]3)[CH:16]=[N:15][CH:14]=1. The yield is 0.230. (4) The reactants are Br[C:2]1[CH:3]=[C:4]2[C:8](=[CH:9][C:10]=1[NH:11][C:12]([C:14]1[C:23](=[O:24])[C:22]3[C:17](=[CH:18][CH:19]=[CH:20][CH:21]=3)[NH:16][CH:15]=1)=[O:13])[NH:7][CH:6]=[CH:5]2.[C:25]1(B(O)O)[CH:30]=[CH:29][CH:28]=[CH:27][CH:26]=1.C([O-])([O-])=O.[K+].[K+]. The catalyst is CN(C=O)C.C1C=CC(P(C2C=CC=CC=2)[C-]2C=CC=C2)=CC=1.C1C=CC(P(C2C=CC=CC=2)[C-]2C=CC=C2)=CC=1.Cl[Pd]Cl.[Fe+2]. The product is [O:24]=[C:23]1[C:22]2[C:17](=[CH:18][CH:19]=[CH:20][CH:21]=2)[NH:16][CH:15]=[C:14]1[C:12]([NH:11][C:10]1[CH:9]=[C:8]2[C:4]([CH:5]=[CH:6][NH:7]2)=[CH:3][C:2]=1[C:25]1[CH:30]=[CH:29][CH:28]=[CH:27][CH:26]=1)=[O:13]. The yield is 0.130. (5) The yield is 0.680. The catalyst is COCCOC. The product is [C:1]([NH:4][C:5]1[CH:10]=[CH:9][C:8]([S:11]([NH:19][C:15]([CH3:18])([CH3:17])[CH3:16])(=[O:13])=[O:12])=[CH:7][CH:6]=1)(=[O:3])[CH3:2]. The reactants are [C:1]([NH:4][C:5]1[CH:10]=[CH:9][C:8]([S:11](Cl)(=[O:13])=[O:12])=[CH:7][CH:6]=1)(=[O:3])[CH3:2].[C:15]([NH2:19])([CH3:18])([CH3:17])[CH3:16]. (6) The reactants are [ClH:1].[P:2]([O:14][CH2:15][CH:16]1[CH2:21][CH2:20][N:19]([CH2:22][CH2:23][CH2:24][O:25][C:26]2[CH:35]=[C:34]3[C:29]([C:30]([NH:36][C:37]4[S:38][C:39]([CH2:42][C:43]([NH:45][C:46]5[CH:51]=[CH:50][CH:49]=[CH:48][C:47]=5[F:52])=[O:44])=[CH:40][N:41]=4)=[N:31][CH:32]=[N:33]3)=[CH:28][C:27]=2[O:53][CH3:54])[CH2:18][CH2:17]1)([O:9]C(C)(C)C)([O:4]C(C)(C)C)=[O:3]. The catalyst is O1CCOCC1. The product is [ClH:1].[ClH:1].[P:2]([OH:9])([OH:4])([O:14][CH2:15][CH:16]1[CH2:21][CH2:20][N:19]([CH2:22][CH2:23][CH2:24][O:25][C:26]2[CH:35]=[C:34]3[C:29]([C:30]([NH:36][C:37]4[S:38][C:39]([CH2:42][C:43]([NH:45][C:46]5[CH:51]=[CH:50][CH:49]=[CH:48][C:47]=5[F:52])=[O:44])=[CH:40][N:41]=4)=[N:31][CH:32]=[N:33]3)=[CH:28][C:27]=2[O:53][CH3:54])[CH2:18][CH2:17]1)=[O:3]. The yield is 0.840. (7) The reactants are Br[C:2]1[CH:7]=[C:6]([CH:8]2[CH2:13][NH:12][S:11](=[O:15])(=[O:14])[NH:10][CH2:9]2)[CH:5]=[CH:4][C:3]=1[NH2:16].[C:17]1(B(O)O)[CH2:22][CH2:21][CH2:20][CH2:19][CH:18]=1. No catalyst specified. The product is [C:17]1([C:2]2[CH:7]=[C:6]([CH:8]3[CH2:13][NH:12][S:11](=[O:15])(=[O:14])[NH:10][CH2:9]3)[CH:5]=[CH:4][C:3]=2[NH2:16])[CH2:22][CH2:21][CH2:20][CH2:19][CH:18]=1. The yield is 0.650.